This data is from Forward reaction prediction with 1.9M reactions from USPTO patents (1976-2016). The task is: Predict the product of the given reaction. (1) Given the reactants [NH2:1][CH2:2][C:3]1[C:12](=[O:13])[C:11]2[C:6](=[CH:7][C:8]([Cl:14])=[CH:9][CH:10]=2)[N:5]([C:15]2[CH:20]=[CH:19][CH:18]=[CH:17][CH:16]=2)[CH:4]=1.C(N(CC)C(C)C)(C)C.Cl[C:31]1[NH:32][C:33]2[CH:39]=[CH:38][CH:37]=[CH:36][C:34]=2[N:35]=1, predict the reaction product. The product is: [NH:32]1[C:33]2[CH:39]=[CH:38][CH:37]=[CH:36][C:34]=2[N:35]=[C:31]1[NH:1][CH2:2][C:3]1[C:12](=[O:13])[C:11]2[C:6](=[CH:7][C:8]([Cl:14])=[CH:9][CH:10]=2)[N:5]([C:15]2[CH:16]=[CH:17][CH:18]=[CH:19][CH:20]=2)[CH:4]=1. (2) Given the reactants [CH2:1]([O:3][C:4](=[O:18])[C:5](OC1C=C2C(=CC=1)NC=C2)([CH3:7])[CH3:6])[CH3:2].[OH:19][C:20]1[CH:28]=[C:27]2[C:23]([CH:24]=[CH:25][NH:26]2)=[CH:22][CH:21]=1, predict the reaction product. The product is: [CH2:1]([O:3][C:4](=[O:18])[C:5]([O:19][C:20]1[CH:28]=[C:27]2[C:23]([CH:24]=[CH:25][NH:26]2)=[CH:22][CH:21]=1)([CH3:7])[CH3:6])[CH3:2]. (3) Given the reactants [F:1][C:2]1[CH:7]=[CH:6][C:5]([CH:8]2[C:17]([CH3:19])([CH3:18])[CH2:16][C:15]3[C:10](=[CH:11][CH:12]=[C:13]([C:20]([O-:22])=[O:21])[CH:14]=3)[NH:9]2)=[CH:4][C:3]=1[N+:23]([O-])=O.[CH:26](N(CC)C(C)C)(C)C.[N:35]1[CH:40]=[CH:39][CH:38]=[CH:37][C:36]=1[C:41](Cl)=[O:42], predict the reaction product. The product is: [F:1][C:2]1[CH:7]=[CH:6][C:5]([CH:8]2[C:17]([CH3:19])([CH3:18])[CH2:16][C:15]3[C:10](=[CH:11][CH:12]=[C:13]([C:20]([O:22][CH3:26])=[O:21])[CH:14]=3)[NH:9]2)=[CH:4][C:3]=1[NH:23][C:41](=[O:42])[C:36]1[CH:37]=[CH:38][CH:39]=[CH:40][N:35]=1. (4) Given the reactants [O:1]=[C:2]1[N:7]([C:8]2[CH:13]=[CH:12][CH:11]=[CH:10][CH:9]=2)[C:6](=[O:14])[CH2:5][N:4]([C:15]([NH:17][C@H:18]([C@H:31]([C:33]2[C:41]3[C:36](=[CH:37][CH:38]=[CH:39][CH:40]=3)[NH:35][CH:34]=2)[CH3:32])[C:19]([O:21]CC2C=CC(OC)=CC=2)=[O:20])=[O:16])[CH2:3]1, predict the reaction product. The product is: [O:14]=[C:6]1[N:7]([C:8]2[CH:9]=[CH:10][CH:11]=[CH:12][CH:13]=2)[C:2](=[O:1])[CH2:3][N:4]([C:15]([NH:17][C@H:18]([C@H:31]([C:33]2[C:41]3[C:36](=[CH:37][CH:38]=[CH:39][CH:40]=3)[NH:35][CH:34]=2)[CH3:32])[C:19]([OH:21])=[O:20])=[O:16])[CH2:5]1. (5) Given the reactants [CH3:1][O:2][C:3](=[O:30])[NH:4][C@H:5]([C:9]([N:11]1[CH2:15][C@@H:14]([O:16][CH3:17])[CH2:13][C@H:12]1[C:18]1[NH:19][CH:20]=[C:21]([C:23]2[CH:28]=[CH:27][C:26](Br)=[CH:25][CH:24]=2)[N:22]=1)=[O:10])[CH:6]([CH3:8])[CH3:7].[CH3:31][C:32]1([CH3:48])[C:36]([CH3:38])([CH3:37])[O:35][B:34]([B:34]2[O:35][C:36]([CH3:38])([CH3:37])[C:32]([CH3:48])([CH3:31])[O:33]2)[O:33]1.C([O-])(=O)C.[K+], predict the reaction product. The product is: [CH3:1][O:2][C:3](=[O:30])[NH:4][C@H:5]([C:9]([N:11]1[CH2:15][C@@H:14]([O:16][CH3:17])[CH2:13][C@H:12]1[C:18]1[NH:19][CH:20]=[C:21]([C:23]2[CH:28]=[CH:27][C:26]([B:34]3[O:35][C:36]([CH3:38])([CH3:37])[C:32]([CH3:48])([CH3:31])[O:33]3)=[CH:25][CH:24]=2)[N:22]=1)=[O:10])[CH:6]([CH3:8])[CH3:7]. (6) Given the reactants Cl[C:2]1[N:11]=[C:10]([N:12]([C:14]2[CH:15]=[N:16][C:17]([O:20][CH3:21])=[CH:18][CH:19]=2)[CH3:13])[C:9]2[C:4](=[CH:5][CH:6]=[CH:7][CH:8]=2)[N:3]=1.[NH3:22], predict the reaction product. The product is: [CH3:21][O:20][C:17]1[N:16]=[CH:15][C:14]([N:12]([CH3:13])[C:10]2[C:9]3[C:4](=[CH:5][CH:6]=[CH:7][CH:8]=3)[N:3]=[C:2]([NH2:22])[N:11]=2)=[CH:19][CH:18]=1.